Task: Predict the product of the given reaction.. Dataset: Forward reaction prediction with 1.9M reactions from USPTO patents (1976-2016) (1) Given the reactants [F:1][C:2]1[CH:20]=[C:19]([F:21])[CH:18]=[CH:17][C:3]=1[CH2:4][N:5]1[C:13]2[C:8](=[CH:9][C:10]([C:14]([OH:16])=O)=[CH:11][CH:12]=2)[CH:7]=[CH:6]1.[C:22]1([C:28]([NH2:31])([CH3:30])[CH3:29])[CH:27]=[CH:26][CH:25]=[CH:24][CH:23]=1.CCN(C(C)C)C(C)C.CN(C(ON1N=NC2C=CC=NC1=2)=[N+](C)C)C.F[P-](F)(F)(F)(F)F, predict the reaction product. The product is: [F:1][C:2]1[CH:20]=[C:19]([F:21])[CH:18]=[CH:17][C:3]=1[CH2:4][N:5]1[C:13]2[C:8](=[CH:9][C:10]([C:14]([NH:31][C:28]([C:22]3[CH:27]=[CH:26][CH:25]=[CH:24][CH:23]=3)([CH3:30])[CH3:29])=[O:16])=[CH:11][CH:12]=2)[CH:7]=[CH:6]1. (2) Given the reactants [CH2:1]([O:10][CH2:11][C:12]([CH2:17][O:18][CH2:19][CH2:20][CH2:21][CH2:22][CH2:23][CH2:24][CH2:25][CH2:26][CH3:27])([CH2:15][CH3:16])[CH2:13][OH:14])[CH2:2][CH2:3][CH2:4][CH2:5][CH2:6][CH2:7][CH2:8][CH3:9].CN(C)C1C=CC=CC=1.O1CCCC1.[C:42](Cl)(=[O:52])[CH2:43][CH2:44][CH2:45][CH2:46][CH2:47][CH2:48][CH2:49][CH2:50][CH3:51], predict the reaction product. The product is: [CH2:19]([O:18][CH2:17][C:12]([CH2:11][O:10][CH2:1][CH2:2][CH2:3][CH2:4][CH2:5][CH2:6][CH2:7][CH2:8][CH3:9])([CH2:15][CH3:16])[CH2:13][O:14][C:42](=[O:52])[CH2:43][CH2:44][CH2:45][CH2:46][CH2:47][CH2:48][CH2:49][CH2:50][CH3:51])[CH2:20][CH2:21][CH2:22][CH2:23][CH2:24][CH2:25][CH2:26][CH3:27]. (3) Given the reactants [CH:1]([CH:3](Cl)[C:4]1[CH:9]=CC=CC=1)=[CH2:2].[CH3:11][NH2:12].[CH2:13]1[CH2:17]O[CH2:15][CH2:14]1, predict the reaction product. The product is: [CH3:11][NH:12][CH2:15][C:14]1[CH:9]=[CH:4][C:3]([CH:1]=[CH2:2])=[CH:17][CH:13]=1. (4) Given the reactants C[Mg]Cl.I[C:5]1[N:10]=[CH:9][C:8]([Br:11])=[CH:7][N:6]=1.CN(C)[CH:14]=[O:15], predict the reaction product. The product is: [Br:11][C:8]1[CH:7]=[N:6][C:5]([CH:14]=[O:15])=[N:10][CH:9]=1. (5) Given the reactants [C:1]([C:5]1[CH:9]=[C:8]([NH:10][C:11]([NH:13][C:14]2[CH:19]=[CH:18][CH:17]=[C:16]([Cl:20])[C:15]=2[Cl:21])=[O:12])[N:7]([C:22]2[CH:30]=[C:29]3[C:25]([CH:26]=[N:27][N:28]3C(OC(C)(C)C)=O)=[CH:24][CH:23]=2)[N:6]=1)([CH3:4])([CH3:3])[CH3:2].Cl.CCO.Cl, predict the reaction product. The product is: [C:1]([C:5]1[CH:9]=[C:8]([NH:10][C:11]([NH:13][C:14]2[CH:19]=[CH:18][CH:17]=[C:16]([Cl:20])[C:15]=2[Cl:21])=[O:12])[N:7]([C:22]2[CH:30]=[C:29]3[C:25]([CH:26]=[N:27][NH:28]3)=[CH:24][CH:23]=2)[N:6]=1)([CH3:4])([CH3:2])[CH3:3]. (6) Given the reactants N1(CC2N3C=C(C)C=CC3=NC=2C2C=CC(C)=CC=2)C=CN=C1.Cl.[C:25]1(C2C=CC=CC=2)[CH:30]=[CH:29][C:28]([C:31]2[N:32]=[C:33]3[CH:38]=[CH:37][C:36]([Cl:39])=[CH:35][N:34]3[C:40]=2[CH2:41]Cl)=[CH:27][CH:26]=1.[NH:49]1[CH:53]=[CH:52][N:51]=[N:50]1, predict the reaction product. The product is: [Cl:39][C:36]1[CH:37]=[CH:38][C:33]2[N:34]([C:40]([CH2:41][N:49]3[CH:53]=[CH:52][N:51]=[N:50]3)=[C:31]([C:28]3[CH:27]=[CH:26][CH:25]=[CH:30][CH:29]=3)[N:32]=2)[CH:35]=1. (7) The product is: [CH:1]([S:4]([C:5]1[C:6]([C@H:11]2[C@H:15]([C:16]([O:18][CH2:19][CH3:20])=[O:17])[CH2:14][CH2:13][N:12]2[C:21]([O:23][C:24]([CH3:27])([CH3:25])[CH3:26])=[O:22])=[N:7][CH:8]=[CH:9][CH:10]=1)(=[O:28])=[O:34])([CH3:3])[CH3:2]. Given the reactants [CH:1]([S:4][C:5]1[C:6]([C@H:11]2[C@H:15]([C:16]([O:18][CH2:19][CH3:20])=[O:17])[CH2:14][CH2:13][N:12]2[C:21]([O:23][C:24]([CH3:27])([CH3:26])[CH3:25])=[O:22])=[N:7][CH:8]=[CH:9][CH:10]=1)([CH3:3])[CH3:2].[OH:28]OS([O-])=O.[K+].[OH2:34], predict the reaction product.